Dataset: Forward reaction prediction with 1.9M reactions from USPTO patents (1976-2016). Task: Predict the product of the given reaction. (1) The product is: [CH3:1][S:2]([C:5]1[CH:6]=[CH:7][C:8]([C:11]2[CH:12]=[N:13][C:14]([O:17][CH2:18][CH:19]3[CH2:20][CH2:21][N:22]([C:25]([O:27][CH2:43][C:44]4[CH:49]=[CH:48][CH:47]=[CH:46][CH:45]=4)=[O:26])[CH2:23][CH2:24]3)=[N:15][CH:16]=2)=[CH:9][CH:10]=1)(=[O:3])=[O:4]. Given the reactants [CH3:1][S:2]([C:5]1[CH:10]=[CH:9][C:8]([C:11]2[CH:12]=[N:13][C:14]([O:17][CH2:18][CH:19]3[CH2:24][CH2:23][N:22]([C:25]([O:27]C(C)(C)C)=[O:26])[CH2:21][CH2:20]3)=[N:15][CH:16]=2)=[CH:7][CH:6]=1)(=[O:4])=[O:3].C(O)(C(F)(F)F)=O.ClC(O[CH2:43][C:44]1[CH:49]=[CH:48][CH:47]=[CH:46][CH:45]=1)=O.C(N(CC)CC)C, predict the reaction product. (2) Given the reactants [NH2:1][C:2]1[N:7]=[CH:6][C:5]([C:8]#[C:9]C(C)(O)C)=[CH:4][CH:3]=1.[OH-].[Na+], predict the reaction product. The product is: [C:8]([C:5]1[CH:4]=[CH:3][C:2]([NH2:1])=[N:7][CH:6]=1)#[CH:9]. (3) Given the reactants C([O:5][C:6](=[O:39])[CH2:7][NH:8][C:9](=[O:38])[C@@H:10]([NH:15][C:16]([C:18]1[CH:37]=[CH:36][C:21]2[N:22]([CH:31]([CH2:34][CH3:35])[CH2:32][CH3:33])[C:23]([CH2:25][C:26]3[S:27][CH:28]=[CH:29][CH:30]=3)=[N:24][C:20]=2[CH:19]=1)=[O:17])[CH2:11][CH:12]([CH3:14])[CH3:13])(C)(C)C.Cl, predict the reaction product. The product is: [CH2:32]([CH:31]([N:22]1[C:21]2[CH:36]=[CH:37][C:18]([C:16]([NH:15][C@@H:10]([CH2:11][CH:12]([CH3:13])[CH3:14])[C:9]([NH:8][CH2:7][C:6]([OH:39])=[O:5])=[O:38])=[O:17])=[CH:19][C:20]=2[N:24]=[C:23]1[CH2:25][C:26]1[S:27][CH:28]=[CH:29][CH:30]=1)[CH2:34][CH3:35])[CH3:33]. (4) The product is: [CH3:11][C:6]1[C:5]([NH:12][S:21]([C:18]2[CH:19]=[CH:20][C:15]([F:14])=[CH:16][CH:17]=2)(=[O:23])=[O:22])=[C:4]([CH:9]=[C:8]([Br:10])[CH:7]=1)[C:3]([OH:2])=[O:13]. Given the reactants C[O:2][C:3](=[O:13])[C:4]1[CH:9]=[C:8]([Br:10])[CH:7]=[C:6]([CH3:11])[C:5]=1[NH2:12].[F:14][C:15]1[CH:20]=[CH:19][C:18]([S:21](Cl)(=[O:23])=[O:22])=[CH:17][CH:16]=1.O, predict the reaction product.